From a dataset of Catalyst prediction with 721,799 reactions and 888 catalyst types from USPTO. Predict which catalyst facilitates the given reaction. (1) Reactant: [CH2:1]([N:8]1[C:12]2[CH:13]=[CH:14][CH:15]=[CH:16][C:11]=2[N:10]=[C:9]1[C@H:17]([NH2:21])[CH:18]([CH3:20])[CH3:19])[C:2]1[CH:7]=[CH:6][CH:5]=[CH:4][CH:3]=1.CC([O-])=O.[Na+].[C:27]([O:31][C:32](=[O:38])[NH:33][CH2:34][CH2:35][CH:36]=O)([CH3:30])([CH3:29])[CH3:28].[BH3-]C#N.[Na+].C([O-])(O)=O.[Na+]. Product: [C:27]([O:31][C:32](=[O:38])[NH:33][CH2:34][CH2:35][CH2:36][NH:21][C@@H:17]([C:9]1[N:8]([CH2:1][C:2]2[CH:3]=[CH:4][CH:5]=[CH:6][CH:7]=2)[C:12]2[CH:13]=[CH:14][CH:15]=[CH:16][C:11]=2[N:10]=1)[CH:18]([CH3:19])[CH3:20])([CH3:30])([CH3:29])[CH3:28]. The catalyst class is: 5. (2) Reactant: [N+:1]([C:4]1[CH:9]=[C:8]([N+:10]([O-:12])=[O:11])[CH:7]=[CH:6][C:5]=1F)([O-:3])=[O:2].[C:14]1([CH:21]=[CH:20][C:18]([OH:19])=[CH:17][CH:16]=1)[OH:15].C(=O)([O-])[O-].[K+].[K+].[Br-].[CH3:29][CH2:30][CH2:31][CH2:32][CH2:33][CH2:34][CH2:35][CH2:36][CH2:37][CH2:38][CH2:39][CH3:40]. Product: [N+:1]([C:4]1[CH:9]=[C:8]([N+:10]([O-:12])=[O:11])[CH:7]=[CH:6][C:5]=1[O:15][C:14]1[CH:21]=[CH:20][C:18]([O:19][CH2:40][CH2:39][CH2:38][CH2:37][CH2:36][CH2:35][CH2:34][CH2:33][CH2:32][CH2:31][CH2:30][CH3:29])=[CH:17][CH:16]=1)([O-:3])=[O:2]. The catalyst class is: 131.